This data is from Forward reaction prediction with 1.9M reactions from USPTO patents (1976-2016). The task is: Predict the product of the given reaction. Given the reactants [CH3:1][C:2]1[CH:7]=[CH:6][C:5]2[O:8][CH2:9][C:10]([CH2:12][O:13][C:4]=2[CH:3]=1)=[O:11].[F:14][C:15]([F:25])([F:24])[C:16]1[CH:23]=[CH:22][C:19]([CH:20]=O)=[CH:18][CH:17]=1, predict the reaction product. The product is: [CH3:1][C:2]1[CH:7]=[CH:6][C:5]2[O:8]/[C:9](=[CH:20]\[C:19]3[CH:18]=[CH:17][C:16]([C:15]([F:14])([F:24])[F:25])=[CH:23][CH:22]=3)/[C:10](=[O:11])/[C:12](=[CH:20]/[C:19]3[CH:22]=[CH:23][C:16]([C:15]([F:25])([F:24])[F:14])=[CH:17][CH:18]=3)/[O:13][C:4]=2[CH:3]=1.